Dataset: Catalyst prediction with 721,799 reactions and 888 catalyst types from USPTO. Task: Predict which catalyst facilitates the given reaction. Reactant: [NH2:1][C:2]1[C:11]2[C:6](=[C:7](I)[C:8]([F:12])=[CH:9][CH:10]=2)[N:5]=[N:4][C:3]=1[C:14]([NH:16][CH2:17][CH2:18][CH3:19])=[O:15].[CH3:20][O:21][C:22]1[CH:27]=[CH:26][C:25]([O:28][CH3:29])=[CH:24][C:23]=1B(O)O. Product: [NH2:1][C:2]1[C:11]2[C:6](=[C:7]([C:26]3[CH:27]=[C:22]([O:21][CH3:20])[CH:23]=[CH:24][C:25]=3[O:28][CH3:29])[C:8]([F:12])=[CH:9][CH:10]=2)[N:5]=[N:4][C:3]=1[C:14]([NH:16][CH2:17][CH2:18][CH3:19])=[O:15]. The catalyst class is: 28.